From a dataset of Reaction yield outcomes from USPTO patents with 853,638 reactions. Predict the reaction yield, written as a fraction of the theoretical maximum amount of product (1.0 means a 100% yield; for example, 0.34 means a 34% yield). The reactants are CC(C)([O-])C.[K+].[CH2:7]([NH:14][CH2:15][C@@H:16]1[O:21][C:20]2[CH:22]=[C:23]([N+:26]([O-:28])=[O:27])[CH:24]=[CH:25][C:19]=2[O:18][CH2:17]1)[C:8]1[CH:13]=[CH:12][CH:11]=[CH:10][CH:9]=1.ClC1C=CC(O[CH2:35][C:36]#[N:37])=CC=1.Cl. The catalyst is CN(C=O)C. The product is [CH2:7]([NH:14][CH2:15][C@H:16]1[CH2:17][O:18][C:19]2[CH:25]=[CH:24][C:23]([N+:26]([O-:28])=[O:27])=[C:22]([CH2:35][C:36]#[N:37])[C:20]=2[O:21]1)[C:8]1[CH:13]=[CH:12][CH:11]=[CH:10][CH:9]=1. The yield is 0.880.